This data is from Full USPTO retrosynthesis dataset with 1.9M reactions from patents (1976-2016). The task is: Predict the reactants needed to synthesize the given product. (1) The reactants are: [CH:1](=O)[CH2:2][CH2:3][CH2:4][CH3:5].[C:7]([O:11][C:12](=[O:29])[NH:13][CH2:14][CH2:15][NH:16][CH2:17][C:18]1[CH:23]=[CH:22][C:21]([O:24][C:25]([F:28])([F:27])[F:26])=[CH:20][CH:19]=1)([CH3:10])([CH3:9])[CH3:8].C(O[BH-](OC(=O)C)OC(=O)C)(=O)C.[Na+]. Given the product [C:7]([O:11][C:12](=[O:29])[NH:13][CH2:14][CH2:15][N:16]([CH2:1][CH2:2][CH2:3][CH2:4][CH3:5])[CH2:17][C:18]1[CH:19]=[CH:20][C:21]([O:24][C:25]([F:27])([F:28])[F:26])=[CH:22][CH:23]=1)([CH3:10])([CH3:8])[CH3:9], predict the reactants needed to synthesize it. (2) Given the product [CH3:7][O:8][C:9]1[CH:10]=[C:11](/[CH:12]=[CH:22]/[C:23]([NH:25][C:26]2[C:27]([C:36]([OH:38])=[O:37])=[CH:28][C:29]3[C:34]([CH:35]=2)=[CH:33][CH:32]=[CH:31][CH:30]=3)=[O:24])[CH:14]=[CH:15][C:16]=1[O:17][CH3:18], predict the reactants needed to synthesize it. The reactants are: N1CCCCC1.[CH3:7][O:8][C:9]1[CH:10]=[C:11]([CH:14]=[CH:15][C:16]=1[O:17][CH3:18])[CH:12]=O.C([CH2:22][C:23]([NH:25][C:26]1[C:27]([C:36]([OH:38])=[O:37])=[CH:28][C:29]2[C:34]([CH:35]=1)=[CH:33][CH:32]=[CH:31][CH:30]=2)=[O:24])(O)=O.Cl. (3) Given the product [C:14]([C:11]1[S:10][C:9]([NH:8][C:6]2[CH:7]=[C:2]([N:34]3[CH2:35][CH2:36][N:31]([CH3:30])[CH2:32][CH2:33]3)[N:3]=[C:4]([S:16][CH:17]3[CH2:22][CH2:21][N:20]([C:23]([O:25][C:26]([CH3:29])([CH3:28])[CH3:27])=[O:24])[CH2:19][CH2:18]3)[N:5]=2)=[N:13][CH:12]=1)#[N:15], predict the reactants needed to synthesize it. The reactants are: Cl[C:2]1[CH:7]=[C:6]([NH:8][C:9]2[S:10][C:11]([C:14]#[N:15])=[CH:12][N:13]=2)[N:5]=[C:4]([S:16][CH:17]2[CH2:22][CH2:21][N:20]([C:23]([O:25][C:26]([CH3:29])([CH3:28])[CH3:27])=[O:24])[CH2:19][CH2:18]2)[N:3]=1.[CH3:30][N:31]1[CH2:36][CH2:35][NH:34][CH2:33][CH2:32]1.C(N(CC)C(C)C)(C)C. (4) Given the product [Br:1][C:2]1[CH:3]=[N:4][CH:5]=[C:6]([N+:9]([O-:11])=[O:10])[C:7]=1[Cl:13], predict the reactants needed to synthesize it. The reactants are: [Br:1][C:2]1[CH:3]=[N:4][CH:5]=[C:6]([N+:9]([O-:11])=[O:10])[C:7]=1O.P(Cl)(Cl)[Cl:13].C(N(CC)C1C=CC=CC=1)C. (5) Given the product [Cl:15][C:16]1[N:17]=[N:18][C:19]([N:5]2[CH2:6][C@H:1]3[CH2:7][C@@H:4]2[CH2:3][N:2]3[C:8]([O:10][C:11]([CH3:14])([CH3:13])[CH3:12])=[O:9])=[CH:20][CH:21]=1, predict the reactants needed to synthesize it. The reactants are: [C@@H:1]12[CH2:7][C@@H:4]([NH:5][CH2:6]1)[CH2:3][N:2]2[C:8]([O:10][C:11]([CH3:14])([CH3:13])[CH3:12])=[O:9].[Cl:15][C:16]1[N:17]=[N:18][C:19](Cl)=[CH:20][CH:21]=1. (6) Given the product [OH:14][C:3]1[CH:4]=[C:5]([CH:9]=[CH:10][CH:2]=1)[C:6]([OH:8])=[O:7].[OH:17][C:16]1[CH:10]=[C:2]([OH:1])[CH:3]=[CH:4][C:5]=1[C:6]([OH:8])=[O:7].[OH:17][C:13]1[CH:12]=[CH:11][C:15]([OH:14])=[CH:4][C:5]=1[C:6]([OH:8])=[O:7], predict the reactants needed to synthesize it. The reactants are: [OH:1][C:2]1[CH:10]=[CH:9][C:5]([C:6]([OH:8])=[O:7])=[CH:4][CH:3]=1.[CH2:11]1[CH2:15][O:14][CH2:13][CH2:12]1.[CH3:16][OH:17]. (7) Given the product [C:17]([O:16][C:14](=[O:15])[NH:6][CH2:1][CH2:2][CH2:3][C:4]#[CH:5])([CH3:20])([CH3:19])[CH3:18], predict the reactants needed to synthesize it. The reactants are: [CH2:1]([NH2:6])[CH2:2][CH2:3][C:4]#[CH:5].C(N(CC)CC)C.[C:14](O[C:14]([O:16][C:17]([CH3:20])([CH3:19])[CH3:18])=[O:15])([O:16][C:17]([CH3:20])([CH3:19])[CH3:18])=[O:15]. (8) The reactants are: [Cl:1][C:2]1[CH:9]=[CH:8][C:5]([C:6]#[N:7])=[CH:4][CH:3]=1.[CH2:10]([O:12]CC)[CH3:11].Cl. Given the product [ClH:1].[CH2:10]([O:12][C:6](=[NH:7])[C:5]1[CH:8]=[CH:9][C:2]([Cl:1])=[CH:3][CH:4]=1)[CH3:11], predict the reactants needed to synthesize it. (9) Given the product [Br:1][C:2]1[CH:8]=[C:7]([CH3:9])[C:5]([N:6]2[CH:13]=[CH:11][N:25]=[C:20]2[C:19]2[CH:22]=[CH:23][C:16]([F:15])=[CH:17][CH:18]=2)=[C:4]([CH3:10])[CH:3]=1, predict the reactants needed to synthesize it. The reactants are: [Br:1][C:2]1[CH:8]=[C:7]([CH3:9])[C:5]([NH2:6])=[C:4]([CH3:10])[CH:3]=1.[CH:11]([CH:13]=O)=O.[F:15][C:16]1[CH:23]=[CH:22][C:19]([CH:20]=O)=[CH:18][CH:17]=1.[Cl-].[NH4+:25].P(=O)(O)(O)O.